This data is from Reaction yield outcomes from USPTO patents with 853,638 reactions. The task is: Predict the reaction yield, written as a fraction of the theoretical maximum amount of product (1.0 means a 100% yield; for example, 0.34 means a 34% yield). The reactants are FC(F)(F)CCC(=O)C.[F:10][C:11]([F:17])([F:16])[CH2:12][CH2:13][CH:14]=O.FC(F)(F)CCC(O)=O.[C-:27]#[N:28].[Na+].[Cl-].[NH4+:31].[CH3:32]O. The catalyst is N.C(OCC)C.CC(C)=O. The product is [NH2:31][C:14]([CH3:32])([CH2:13][CH2:12][C:11]([F:17])([F:16])[F:10])[C:27]#[N:28]. The yield is 0.920.